From a dataset of Catalyst prediction with 721,799 reactions and 888 catalyst types from USPTO. Predict which catalyst facilitates the given reaction. (1) Reactant: [CH3:1][O:2][C:3]1[CH:11]=[C:10]2[C:6]([CH:7]=[C:8]([C:12]3[CH:17]=[CH:16][CH:15]=[CH:14][CH:13]=3)[NH:9]2)=[CH:5][CH:4]=1.[Br:18][C:19]1[N:24]=[C:23]([CH:25]=[O:26])[CH:22]=[CH:21][CH:20]=1.C1CCN2C(=NCCC2)CC1. Product: [Br:18][C:19]1[N:24]=[C:23]([CH:25]([C:7]2[C:6]3[C:10](=[CH:11][C:3]([O:2][CH3:1])=[CH:4][CH:5]=3)[NH:9][C:8]=2[C:12]2[CH:13]=[CH:14][CH:15]=[CH:16][CH:17]=2)[OH:26])[CH:22]=[CH:21][CH:20]=1. The catalyst class is: 4. (2) Reactant: Br.Cl[C:3]1[C:12]2[N:13]=[C:14]([NH2:24])[N:15]([C@@H:16]([C:18]3[CH:23]=[CH:22][CH:21]=[CH:20][CH:19]=3)[CH3:17])[C:11]=2[C:10]2[CH:9]=[CH:8][CH:7]=[CH:6][C:5]=2[N:4]=1.[NH3:25]. Product: [C:18]1([C@H:16]([N:15]2[C:11]3[C:10]4[CH:9]=[CH:8][CH:7]=[CH:6][C:5]=4[N:4]=[C:3]([NH2:25])[C:12]=3[N:13]=[C:14]2[NH2:24])[CH3:17])[CH:23]=[CH:22][CH:21]=[CH:20][CH:19]=1. The catalyst class is: 5. (3) Reactant: [CH3:1][O:2][C:3]1[CH:8]=[CH:7][C:6]([C:9]2[N:10]=[CH:11][C:12]([CH2:15][OH:16])=[N:13][CH:14]=2)=[C:5]([C:17]([F:20])([F:19])[F:18])[CH:4]=1.CCN(C(C)C)C(C)C.[CH3:30][S:31](Cl)(=[O:33])=[O:32]. Product: [CH3:1][O:2][C:3]1[CH:8]=[CH:7][C:6]([C:9]2[N:10]=[CH:11][C:12]([CH2:15][O:16][S:31]([CH3:30])(=[O:33])=[O:32])=[N:13][CH:14]=2)=[C:5]([C:17]([F:20])([F:18])[F:19])[CH:4]=1. The catalyst class is: 2. (4) Reactant: [F:1][C:2]1[C:7]([OH:8])=[CH:6][CH:5]=[CH:4][C:3]=1[CH2:9][NH:10][C:11](=[O:19])[C:12]1[CH:17]=[CH:16][CH:15]=[N:14][C:13]=1[NH2:18].I[CH2:21][CH2:22][CH2:23][CH2:24][CH2:25][CH3:26].C(=O)([O-])[O-].[Cs+].[Cs+].CN(C=O)C. Product: [F:1][C:2]1[C:7]([O:8][CH2:21][CH2:22][CH2:23][CH2:24][CH2:25][CH3:26])=[CH:6][CH:5]=[CH:4][C:3]=1[CH2:9][NH:10][C:11](=[O:19])[C:12]1[CH:17]=[CH:16][CH:15]=[N:14][C:13]=1[NH2:18]. The catalyst class is: 6.